From a dataset of Forward reaction prediction with 1.9M reactions from USPTO patents (1976-2016). Predict the product of the given reaction. Given the reactants [Cl:1][C:2]1[CH:23]=[C:22]([N+:24]([O-:26])=[O:25])[C:21]([O:27][CH3:28])=[CH:20][C:3]=1[CH2:4][CH2:5][NH:6][C@H:7]([CH:9]1[CH2:14][CH2:13][N:12]([C:15]([CH:17]2[CH2:19][CH2:18]2)=[O:16])[CH2:11][CH2:10]1)[CH3:8].C(N(CC)CC)C.[CH3:36][C:37]([O:40][C:41](O[C:41]([O:40][C:37]([CH3:39])([CH3:38])[CH3:36])=[O:42])=[O:42])([CH3:39])[CH3:38].O, predict the reaction product. The product is: [Cl:1][C:2]1[CH:23]=[C:22]([N+:24]([O-:26])=[O:25])[C:21]([O:27][CH3:28])=[CH:20][C:3]=1[CH2:4][CH2:5][N:6]([C@H:7]([CH:9]1[CH2:14][CH2:13][N:12]([C:15]([CH:17]2[CH2:18][CH2:19]2)=[O:16])[CH2:11][CH2:10]1)[CH3:8])[C:41](=[O:42])[O:40][C:37]([CH3:39])([CH3:38])[CH3:36].